Dataset: Peptide-MHC class II binding affinity with 134,281 pairs from IEDB. Task: Regression. Given a peptide amino acid sequence and an MHC pseudo amino acid sequence, predict their binding affinity value. This is MHC class II binding data. The binding affinity (normalized) is 0.287. The MHC is HLA-DQA10501-DQB10301 with pseudo-sequence HLA-DQA10501-DQB10301. The peptide sequence is RVWEQIFSTWLLKPG.